This data is from Peptide-MHC class II binding affinity with 134,281 pairs from IEDB. The task is: Regression. Given a peptide amino acid sequence and an MHC pseudo amino acid sequence, predict their binding affinity value. This is MHC class II binding data. (1) The peptide sequence is VIPEWCCRSCTMPPV. The MHC is HLA-DQA10201-DQB10402 with pseudo-sequence HLA-DQA10201-DQB10402. The binding affinity (normalized) is 0.486. (2) The peptide sequence is CADILAIASRVLVTM. The MHC is HLA-DQA10301-DQB10302 with pseudo-sequence HLA-DQA10301-DQB10302. The binding affinity (normalized) is 0.243.